Dataset: Reaction yield outcomes from USPTO patents with 853,638 reactions. Task: Predict the reaction yield, written as a fraction of the theoretical maximum amount of product (1.0 means a 100% yield; for example, 0.34 means a 34% yield). (1) The yield is 0.760. The reactants are [C:1]1([S:7]([N:10]2[C:14]3=[N:15][CH:16]=[C:17]([CH:19]4[CH2:23][O:22][C:21]([CH3:25])([CH3:24])[O:20]4)[CH:18]=[C:13]3[CH:12]=[C:11]2[C:26](=[O:33])[CH2:27][CH:28]2[CH2:32][CH2:31][CH2:30][CH2:29]2)(=[O:9])=[O:8])[CH:6]=[CH:5][CH:4]=[CH:3][CH:2]=1.C[Si]([N-][Si](C)(C)C)(C)C.[Li+].[C:44]1([CH3:64])[CH:49]=[CH:48][C:47]([S:50](O[S:50]([C:47]2[CH:48]=[CH:49][C:44]([CH3:64])=[CH:45][CH:46]=2)(=[O:52])=[O:51])(=[O:52])=[O:51])=[CH:46][CH:45]=1. The catalyst is O1CCCC1. The product is [C:1]1([S:7]([N:10]2[C:14]3=[N:15][CH:16]=[C:17]([CH:19]4[CH2:23][O:22][C:21]([CH3:24])([CH3:25])[O:20]4)[CH:18]=[C:13]3[CH:12]=[C:11]2[C:26]([O:33][S:50]([C:47]2[CH:48]=[CH:49][C:44]([CH3:64])=[CH:45][CH:46]=2)(=[O:52])=[O:51])=[CH:27][CH:28]2[CH2:32][CH2:31][CH2:30][CH2:29]2)(=[O:9])=[O:8])[CH:2]=[CH:3][CH:4]=[CH:5][CH:6]=1. (2) The reactants are [F:1][C:2]1[CH:23]=[CH:22][C:5]([O:6][C:7]2[C:8]([C:20]#[N:21])=[N:9][CH:10]=[C:11]([S:13][C:14]3[N:19]=[CH:18][CH:17]=[CH:16][N:15]=3)[CH:12]=2)=[CH:4][CH:3]=1.[OH2:24].[OH-].[Na+]. The catalyst is S(=O)(=O)(O)O. The product is [F:1][C:2]1[CH:23]=[CH:22][C:5]([O:6][C:7]2[C:8]([C:20]([NH2:21])=[O:24])=[N:9][CH:10]=[C:11]([S:13][C:14]3[N:15]=[CH:16][CH:17]=[CH:18][N:19]=3)[CH:12]=2)=[CH:4][CH:3]=1. The yield is 0.780.